This data is from Catalyst prediction with 721,799 reactions and 888 catalyst types from USPTO. The task is: Predict which catalyst facilitates the given reaction. (1) Reactant: [CH:1]([C:3]1[S:7][C:6]([NH:8][C@@H:9]([CH:17]([CH3:19])[CH3:18])[C:10]([O:12]C(C)(C)C)=[O:11])=[N:5][CH:4]=1)=[O:2].C(O)(C(F)(F)F)=O. Product: [CH:1]([C:3]1[S:7][C:6]([NH:8][C@@H:9]([CH:17]([CH3:19])[CH3:18])[C:10]([OH:12])=[O:11])=[N:5][CH:4]=1)=[O:2]. The catalyst class is: 2. (2) Reactant: [Cl-].[CH2:2]([N+:4]([CH2:7][CH2:8][CH2:9]O)([CH3:6])[CH3:5])[CH3:3].[Li+].[C:12]([S:16]([N-:19][S:20]([C:23]([F:26])([F:25])[F:24])(=[O:22])=[O:21])(=[O:18])=[O:17])([F:15])([F:14])[F:13]. Product: [F:26][C:23]([F:24])([F:25])[S:20]([N-:19][S:16]([C:12]([F:13])([F:14])[F:15])(=[O:17])=[O:18])(=[O:21])=[O:22].[CH2:2]([N+:4]([CH2:7][CH:8]([OH:17])[CH3:9])([CH3:6])[CH3:5])[CH3:3]. The catalyst class is: 6. (3) Reactant: [CH3:1][O:2][C:3](=[O:21])[C:4]1[CH:9]=[CH:8][C:7]([O:10]C)=[N:6][C:5]=1[NH:12][C:13]1[CH:18]=[CH:17][C:16]([Br:19])=[CH:15][C:14]=1[F:20].C(O)(=O)C.Br. Product: [CH3:1][O:2][C:3]([C:4]1[CH:9]=[CH:8][C:7](=[O:10])[NH:6][C:5]=1[NH:12][C:13]1[CH:18]=[CH:17][C:16]([Br:19])=[CH:15][C:14]=1[F:20])=[O:21]. The catalyst class is: 25. (4) Reactant: [CH2:1]([O:4][C:5](=[O:15])[NH:6][C:7]1[CH:12]=[CH:11][C:10]([NH2:13])=[CH:9][C:8]=1[CH3:14])[CH2:2][CH3:3].[CH3:16][N:17]([CH3:30])[C:18]1[CH:29]=[CH:28][C:21]2[S:22][C:23]([CH:26]=O)=[C:24]([CH3:25])[C:20]=2[CH:19]=1.C([BH3-])#N.[Na+].C(O)(=O)C. Product: [CH2:1]([O:4][C:5](=[O:15])[NH:6][C:7]1[CH:12]=[CH:11][C:10]([NH:13][CH2:26][C:23]2[S:22][C:21]3[CH:28]=[CH:29][C:18]([N:17]([CH3:16])[CH3:30])=[CH:19][C:20]=3[C:24]=2[CH3:25])=[CH:9][C:8]=1[CH3:14])[CH2:2][CH3:3]. The catalyst class is: 382. (5) Reactant: [Cl:1][C:2]1[CH:17]=[C:16]([NH:18][C:19]2[C:20]3[N:27]([CH2:28][CH2:29][O:30][CH2:31][CH2:32][OH:33])[CH:26]=[CH:25][C:21]=3[N:22]=[CH:23][N:24]=2)[CH:15]=[CH:14][C:3]=1[O:4][C:5]1[CH:6]=[C:7]([C:11](=[O:13])[CH3:12])[CH:8]=[CH:9][CH:10]=1.[BH4-].[Na+].O. Product: [Cl:1][C:2]1[CH:17]=[C:16]([NH:18][C:19]2[C:20]3[N:27]([CH2:28][CH2:29][O:30][CH2:31][CH2:32][OH:33])[CH:26]=[CH:25][C:21]=3[N:22]=[CH:23][N:24]=2)[CH:15]=[CH:14][C:3]=1[O:4][C:5]1[CH:6]=[C:7]([CH:11]([OH:13])[CH3:12])[CH:8]=[CH:9][CH:10]=1. The catalyst class is: 5. (6) Reactant: [C@H:1]1([NH:10][C:11]2[CH:20]=[CH:19][C:18]3[C:13](=[CH:14][CH:15]=[C:16]([NH2:21])[CH:17]=3)[N:12]=2)[C:9]2[C:4](=[CH:5][CH:6]=[CH:7][CH:8]=2)[CH2:3][CH2:2]1.[S:22](N)([NH:25][C:26]([O:28][C:29]([CH3:32])([CH3:31])[CH3:30])=[O:27])(=[O:24])=[O:23].CN([N+]1C=CC=CC=1)C.C(N(CC)CC)C. Product: [C@H:1]1([NH:10][C:11]2[CH:20]=[CH:19][C:18]3[C:13](=[CH:14][CH:15]=[C:16]([NH:21][S:22]([NH:25][C:26](=[O:27])[O:28][C:29]([CH3:31])([CH3:30])[CH3:32])(=[O:23])=[O:24])[CH:17]=3)[N:12]=2)[C:9]2[C:4](=[CH:5][CH:6]=[CH:7][CH:8]=2)[CH2:3][CH2:2]1. The catalyst class is: 10. (7) Reactant: [Cl:1][C:2]1[CH:3]=[C:4]([C@H:8]2[C@:13]([C:15]3[CH:20]=[CH:19][C:18]([Cl:21])=[CH:17][CH:16]=3)([CH3:14])[N:12]([CH2:22][CH:23]3[CH2:25][CH2:24]3)[C:11](=[O:26])[CH2:10][O:9]2)[CH:5]=[CH:6][CH:7]=1.C[Si]([N-][Si](C)(C)C)(C)C.[Li+].[CH2:37](Br)[CH:38]=[CH2:39]. The catalyst class is: 11. Product: [CH2:39]([C@@H:10]1[O:9][C@@H:8]([C:4]2[CH:5]=[CH:6][CH:7]=[C:2]([Cl:1])[CH:3]=2)[C@:13]([C:15]2[CH:20]=[CH:19][C:18]([Cl:21])=[CH:17][CH:16]=2)([CH3:14])[N:12]([CH2:22][CH:23]2[CH2:24][CH2:25]2)[C:11]1=[O:26])[CH:38]=[CH2:37]. (8) Reactant: [CH3:1][S:2](Cl)(=[O:4])=[O:3].[NH2:6][CH:7]([C:36]1[C:37]([CH3:42])=[N:38][O:39][C:40]=1[CH3:41])[C:8]1[O:9][C:10]2[CH:16]=[CH:15][C:14]([CH2:17][C:18]([NH:20][CH:21]([C:28]3[CH:33]=[CH:32][C:31]([CH3:34])=[CH:30][C:29]=3[CH3:35])[C:22]3[CH:27]=[CH:26][CH:25]=[CH:24][CH:23]=3)=[O:19])=[CH:13][C:11]=2[CH:12]=1.CCN(CC)CC. Product: [CH3:42][C:37]1[C:36]([CH:7]([NH:6][S:2]([CH3:1])(=[O:4])=[O:3])[C:8]2[O:9][C:10]3[CH:16]=[CH:15][C:14]([CH2:17][C:18]([NH:20][CH:21]([C:28]4[CH:33]=[CH:32][C:31]([CH3:34])=[CH:30][C:29]=4[CH3:35])[C:22]4[CH:27]=[CH:26][CH:25]=[CH:24][CH:23]=4)=[O:19])=[CH:13][C:11]=3[CH:12]=2)=[C:40]([CH3:41])[O:39][N:38]=1. The catalyst class is: 2.